Dataset: Peptide-MHC class II binding affinity with 134,281 pairs from IEDB. Task: Regression. Given a peptide amino acid sequence and an MHC pseudo amino acid sequence, predict their binding affinity value. This is MHC class II binding data. (1) The peptide sequence is YDKFVANVSTVLTGK. The MHC is DRB1_1602 with pseudo-sequence DRB1_1602. The binding affinity (normalized) is 0.821. (2) The peptide sequence is KVGEVCSFYADPKRY. The MHC is DRB1_1501 with pseudo-sequence DRB1_1501. The binding affinity (normalized) is 0.796. (3) The peptide sequence is SEFIKFAEGRRGAAE. The MHC is DRB3_0202 with pseudo-sequence DRB3_0202. The binding affinity (normalized) is 0.346. (4) The peptide sequence is GQQRVFKEKVDTRAK. The MHC is DRB3_0202 with pseudo-sequence DRB3_0202. The binding affinity (normalized) is 0. (5) The peptide sequence is LRTLVLAPTRVVLSE. The MHC is DRB1_0404 with pseudo-sequence DRB1_0404. The binding affinity (normalized) is 0.851. (6) The peptide sequence is KPPFSGMTGCGNTPI. The MHC is DRB1_0901 with pseudo-sequence DRB1_0901. The binding affinity (normalized) is 0.312. (7) The peptide sequence is INVGFKAAVAAAAGV. The MHC is DRB1_0802 with pseudo-sequence DRB1_0802. The binding affinity (normalized) is 0.178.